This data is from Catalyst prediction with 721,799 reactions and 888 catalyst types from USPTO. The task is: Predict which catalyst facilitates the given reaction. (1) Reactant: [Cl:1][C:2]1[CH:3]=[CH:4][C:5]2[N:11]3[C:12]([N:15]4[CH2:20][CH2:19][CH:18]([C:21]5[CH:26]=[CH:25][CH:24]=[CH:23][CH:22]=5)[CH2:17][CH2:16]4)=[N:13][N:14]=[C:10]3[CH2:9][NH:8][CH2:7][C:6]=2[CH:27]=1.C(N(CC)CC)C.[CH3:35][N:36]([CH3:41])[S:37](Cl)(=[O:39])=[O:38]. Product: [Cl:1][C:2]1[CH:3]=[CH:4][C:5]2[N:11]3[C:12]([N:15]4[CH2:20][CH2:19][CH:18]([C:21]5[CH:22]=[CH:23][CH:24]=[CH:25][CH:26]=5)[CH2:17][CH2:16]4)=[N:13][N:14]=[C:10]3[CH2:9][N:8]([S:37]([N:36]([CH3:41])[CH3:35])(=[O:39])=[O:38])[CH2:7][C:6]=2[CH:27]=1. The catalyst class is: 46. (2) Reactant: Cl[C:2]1[CH:3]=[CH:4][C:5]2[N:6]([C:8]([C@H:11]([C:13]3[C:14]([F:24])=[C:15]4[C:19](=[CH:20][C:21]=3[F:22])[N:18]([CH3:23])[N:17]=[CH:16]4)[CH3:12])=[CH:9][N:10]=2)[N:7]=1.[F-].[K+].[C:27]([N:30]1[CH2:35][CH2:34][NH:33][CH2:32][CH2:31]1)(=[O:29])[CH3:28]. Product: [F:24][C:14]1[C:13]([C@@H:11]([C:8]2[N:6]3[N:7]=[C:2]([N:33]4[CH2:34][CH2:35][N:30]([C:27](=[O:29])[CH3:28])[CH2:31][CH2:32]4)[CH:3]=[CH:4][C:5]3=[N:10][CH:9]=2)[CH3:12])=[C:21]([F:22])[CH:20]=[C:19]2[C:15]=1[CH:16]=[N:17][N:18]2[CH3:23]. The catalyst class is: 296.